This data is from CYP2D6 inhibition data for predicting drug metabolism from PubChem BioAssay. The task is: Regression/Classification. Given a drug SMILES string, predict its absorption, distribution, metabolism, or excretion properties. Task type varies by dataset: regression for continuous measurements (e.g., permeability, clearance, half-life) or binary classification for categorical outcomes (e.g., BBB penetration, CYP inhibition). Dataset: cyp2d6_veith. (1) The molecule is CCN(CC)c1ccc(NC(=O)CN2CCN(c3ccccc3F)CC2)cc1. The result is 0 (non-inhibitor). (2) The compound is CC(=O)OCC1C2CC[C@H]3C(OCc4ccc(F)cc4C(F)(F)F)OC[C@]4(C)[C@H]3C2=C(CN4C(=O)OC(C)(C)C)[C@H](C)C1COC(C)=O. The result is 0 (non-inhibitor). (3) The compound is COc1cccc(Cn2c(=O)c(CCc3ccccc3)nc3cncnc32)c1. The result is 0 (non-inhibitor). (4) The compound is CN(C)CCCOc1ccc(NC2c3ccccc3CSc3ccccc32)cc1.O=C(O)C(=O)O. The result is 0 (non-inhibitor). (5) The molecule is COc1ccc(CCNC(=O)CCCCCN2C(=O)c3ccccc3C2=O)cc1. The result is 1 (inhibitor).